Dataset: Reaction yield outcomes from USPTO patents with 853,638 reactions. Task: Predict the reaction yield, written as a fraction of the theoretical maximum amount of product (1.0 means a 100% yield; for example, 0.34 means a 34% yield). (1) The reactants are Cl[C:2]1[N:7]=[C:6]([NH:8][CH2:9][C:10]2[CH:14]=[C:13]([CH3:15])[O:12][C:11]=2[CH3:16])[C:5]([F:17])=[CH:4][N:3]=1.[NH2:18][C:19]1[CH:20]=[C:21]([OH:25])[CH:22]=[CH:23][CH:24]=1. No catalyst specified. The product is [CH3:16][C:11]1[O:12][C:13]([CH3:15])=[CH:14][C:10]=1[CH2:9][NH:8][C:6]1[C:5]([F:17])=[CH:4][N:3]=[C:2]([NH:18][C:19]2[CH:24]=[CH:23][CH:22]=[C:21]([OH:25])[CH:20]=2)[N:7]=1. The yield is 0.510. (2) The reactants are [Br:1][C:2]1[CH:3]=[C:4]2[C:8](=[CH:9][CH:10]=1)[NH:7][CH:6]=[C:5]2[CH3:11].[BH3-]C#N.[Na+]. The catalyst is CC(O)=O. The product is [Br:1][C:2]1[CH:3]=[C:4]2[C:8](=[CH:9][CH:10]=1)[NH:7][CH2:6][CH:5]2[CH3:11]. The yield is 0.400.